Dataset: NCI-60 drug combinations with 297,098 pairs across 59 cell lines. Task: Regression. Given two drug SMILES strings and cell line genomic features, predict the synergy score measuring deviation from expected non-interaction effect. (1) Drug 1: CC1=C(C=C(C=C1)NC(=O)C2=CC=C(C=C2)CN3CCN(CC3)C)NC4=NC=CC(=N4)C5=CN=CC=C5. Drug 2: CC1CCCC2(C(O2)CC(NC(=O)CC(C(C(=O)C(C1O)C)(C)C)O)C(=CC3=CSC(=N3)C)C)C. Cell line: SF-539. Synergy scores: CSS=70.1, Synergy_ZIP=10.00, Synergy_Bliss=10.4, Synergy_Loewe=-11.6, Synergy_HSA=9.65. (2) Drug 1: CCC1=CC2CC(C3=C(CN(C2)C1)C4=CC=CC=C4N3)(C5=C(C=C6C(=C5)C78CCN9C7C(C=CC9)(C(C(C8N6C)(C(=O)OC)O)OC(=O)C)CC)OC)C(=O)OC.C(C(C(=O)O)O)(C(=O)O)O. Drug 2: CN(CC1=CN=C2C(=N1)C(=NC(=N2)N)N)C3=CC=C(C=C3)C(=O)NC(CCC(=O)O)C(=O)O. Cell line: TK-10. Synergy scores: CSS=49.4, Synergy_ZIP=-4.17, Synergy_Bliss=-0.973, Synergy_Loewe=-16.9, Synergy_HSA=-0.930. (3) Drug 1: CC1CCC2CC(C(=CC=CC=CC(CC(C(=O)C(C(C(=CC(C(=O)CC(OC(=O)C3CCCCN3C(=O)C(=O)C1(O2)O)C(C)CC4CCC(C(C4)OC)OCCO)C)C)O)OC)C)C)C)OC. Drug 2: C1=CC=C(C(=C1)C(C2=CC=C(C=C2)Cl)C(Cl)Cl)Cl. Cell line: SN12C. Synergy scores: CSS=-4.13, Synergy_ZIP=3.31, Synergy_Bliss=4.95, Synergy_Loewe=0.186, Synergy_HSA=1.22. (4) Drug 1: C1=C(C(=O)NC(=O)N1)N(CCCl)CCCl. Drug 2: C1CNP(=O)(OC1)N(CCCl)CCCl. Cell line: NCI/ADR-RES. Synergy scores: CSS=15.9, Synergy_ZIP=-1.05, Synergy_Bliss=6.04, Synergy_Loewe=-14.8, Synergy_HSA=2.87. (5) Drug 1: COCCOC1=C(C=C2C(=C1)C(=NC=N2)NC3=CC=CC(=C3)C#C)OCCOC.Cl. Drug 2: CC1C(C(CC(O1)OC2CC(CC3=C2C(=C4C(=C3O)C(=O)C5=CC=CC=C5C4=O)O)(C(=O)C)O)N)O. Cell line: SF-268. Synergy scores: CSS=41.7, Synergy_ZIP=0.439, Synergy_Bliss=3.11, Synergy_Loewe=-13.7, Synergy_HSA=4.88. (6) Drug 2: CC1=C(C=C(C=C1)NC(=O)C2=CC=C(C=C2)CN3CCN(CC3)C)NC4=NC=CC(=N4)C5=CN=CC=C5. Drug 1: CC12CCC(CC1=CCC3C2CCC4(C3CC=C4C5=CN=CC=C5)C)O. Cell line: SF-268. Synergy scores: CSS=4.04, Synergy_ZIP=3.95, Synergy_Bliss=4.62, Synergy_Loewe=-0.818, Synergy_HSA=1.44. (7) Drug 1: COC1=C(C=C2C(=C1)N=CN=C2NC3=CC(=C(C=C3)F)Cl)OCCCN4CCOCC4. Drug 2: C1CN1P(=S)(N2CC2)N3CC3. Cell line: M14. Synergy scores: CSS=14.2, Synergy_ZIP=-6.31, Synergy_Bliss=-0.730, Synergy_Loewe=0.625, Synergy_HSA=1.02. (8) Drug 1: CN1C(=O)N2C=NC(=C2N=N1)C(=O)N. Drug 2: C(=O)(N)NO. Cell line: T-47D. Synergy scores: CSS=-3.55, Synergy_ZIP=4.88, Synergy_Bliss=7.57, Synergy_Loewe=0.314, Synergy_HSA=0.638.